Dataset: Peptide-MHC class II binding affinity with 134,281 pairs from IEDB. Task: Regression. Given a peptide amino acid sequence and an MHC pseudo amino acid sequence, predict their binding affinity value. This is MHC class II binding data. The peptide sequence is YARFQSQTTLKQKT. The MHC is DRB1_0701 with pseudo-sequence DRB1_0701. The binding affinity (normalized) is 0.